From a dataset of hERG Central: cardiac toxicity at 1µM, 10µM, and general inhibition. Predict hERG channel inhibition at various concentrations. (1) Results: hERG_inhib (hERG inhibition (general)): blocker. The molecule is c1ccc(-c2nc(NCCCn3ccnc3)c3ccccc3n2)cc1. (2) The molecule is O=C(Nc1ccccc1SCC1CSc2nc3ccccc3c(=O)n21)c1ccccc1Cl. Results: hERG_inhib (hERG inhibition (general)): blocker.